This data is from Full USPTO retrosynthesis dataset with 1.9M reactions from patents (1976-2016). The task is: Predict the reactants needed to synthesize the given product. (1) Given the product [CH2:34]([C:31]1[CH:30]=[N:29][C:28]([N:24]2[CH2:25][CH2:26][CH:21]([CH:19]3[O:18][C:15]4=[CH:16][N:17]=[C:12]([C:9]5[CH:10]=[CH:11][C:6]([CH2:5][S:2]([CH3:1])(=[O:4])=[O:3])=[CH:7][CH:8]=5)[CH:13]=[C:14]4[CH2:20]3)[CH2:22][CH2:23]2)=[N:33][CH:32]=1)[CH3:35], predict the reactants needed to synthesize it. The reactants are: [CH3:1][S:2]([CH2:5][C:6]1[CH:11]=[CH:10][C:9]([C:12]2[CH:13]=[C:14]3[CH2:20][CH:19]([CH:21]4[CH2:26][CH2:25][NH:24][CH2:23][CH2:22]4)[O:18][C:15]3=[CH:16][N:17]=2)=[CH:8][CH:7]=1)(=[O:4])=[O:3].Cl[C:28]1[N:33]=[CH:32][C:31]([CH2:34][CH3:35])=[CH:30][N:29]=1. (2) Given the product [CH3:34][O:35][CH2:36][C@@H:37]1[CH2:41][CH2:40][CH2:39][N:38]1[CH2:32][CH2:31][C:30]([NH:29][C:25]1[CH:24]=[C:23]([C:9]2[S:10][C:11]([C:12]3[NH:16][CH:15]=[N:14][N:13]=3)=[C:7]([C:1]3[CH:2]=[CH:3][CH:4]=[CH:5][CH:6]=3)[N:8]=2)[CH:28]=[CH:27][N:26]=1)=[O:33], predict the reactants needed to synthesize it. The reactants are: [C:1]1([C:7]2[N:8]=[C:9]([C:23]3[CH:28]=[CH:27][N:26]=[C:25]([NH:29][C:30](=[O:33])[CH:31]=[CH2:32])[CH:24]=3)[S:10][C:11]=2[C:12]2[N:16]=[CH:15][N:14](C3CCCCO3)[N:13]=2)[CH:6]=[CH:5][CH:4]=[CH:3][CH:2]=1.[CH3:34][O:35][CH2:36][C@@H:37]1[CH2:41][CH2:40][CH2:39][NH:38]1. (3) Given the product [CH2:16]([N:8]([CH2:9][C:10]1[CH:11]=[CH:12][CH:13]=[CH:14][CH:15]=1)[C:7]1[N:6]=[CH:5][N:4]=[C:3]2[C:2]=1[NH:1][C:40](=[O:42])[N:23]2[C:24]1[CH:25]=[C:26]([N:30]([CH3:38])[C:31](=[O:37])[O:32][C:33]([CH3:34])([CH3:35])[CH3:36])[CH:27]=[CH:28][CH:29]=1)[C:17]1[CH:22]=[CH:21][CH:20]=[CH:19][CH:18]=1, predict the reactants needed to synthesize it. The reactants are: [NH2:1][C:2]1[C:3]([NH:23][C:24]2[CH:25]=[C:26]([N:30]([CH3:38])[C:31](=[O:37])[O:32][C:33]([CH3:36])([CH3:35])[CH3:34])[CH:27]=[CH:28][CH:29]=2)=[N:4][CH:5]=[N:6][C:7]=1[N:8]([CH2:16][C:17]1[CH:22]=[CH:21][CH:20]=[CH:19][CH:18]=1)[CH2:9][C:10]1[CH:15]=[CH:14][CH:13]=[CH:12][CH:11]=1.Cl[C:40](Cl)([O:42]C(=O)OC(Cl)(Cl)Cl)Cl. (4) Given the product [O:7]1[CH:11]=[C:10]([C:12]2[CH:13]=[CH:14][C:15]([CH2:16][OH:17])=[CH:21][CH:22]=2)[N:9]=[CH:8]1, predict the reactants needed to synthesize it. The reactants are: [H-].[H-].[H-].[H-].[Li+].[Al+3].[O:7]1[CH:11]=[C:10]([C:12]2[CH:22]=[CH:21][C:15]([C:16](OCC)=[O:17])=[CH:14][CH:13]=2)[N:9]=[CH:8]1.O.[OH-].[K+].